Predict the reactants needed to synthesize the given product. From a dataset of Full USPTO retrosynthesis dataset with 1.9M reactions from patents (1976-2016). (1) Given the product [CH3:24][C@@H:25]([O:29][C:8]1[N:16]=[C:15]2[C:11]([N:12]=[CH:13][N:14]2[CH:17]2[CH2:22][CH2:21][CH2:20][CH2:19][O:18]2)=[C:10]([NH2:23])[N:9]=1)[CH2:26][CH2:27][CH3:28], predict the reactants needed to synthesize it. The reactants are: CC(C)([O-])C.[Na+].Cl[C:8]1[N:16]=[C:15]2[C:11]([N:12]=[CH:13][N:14]2[CH:17]2[CH2:22][CH2:21][CH2:20][CH2:19][O:18]2)=[C:10]([NH2:23])[N:9]=1.[CH3:24][C@@H:25]([OH:29])[CH2:26][CH2:27][CH3:28]. (2) Given the product [C:23]([N:26]1[CH2:31][CH2:30][CH:29]([NH:32][C:15]2[C:14]([F:18])=[CH:13][C:10]([C:11]#[N:12])=[C:9]([Cl:8])[N:16]=2)[CH:28]([NH:33][C:34](=[O:40])[O:35][C:36]([CH3:39])([CH3:38])[CH3:37])[CH2:27]1)(=[O:25])[CH3:24], predict the reactants needed to synthesize it. The reactants are: C(N(CC)CC)C.[Cl:8][C:9]1[N:16]=[C:15](Cl)[C:14]([F:18])=[CH:13][C:10]=1[C:11]#[N:12].CS(C)=O.[C:23]([N:26]1[CH2:31][CH2:30][CH:29]([NH2:32])[CH:28]([NH:33][C:34](=[O:40])[O:35][C:36]([CH3:39])([CH3:38])[CH3:37])[CH2:27]1)(=[O:25])[CH3:24].